This data is from Peptide-MHC class II binding affinity with 134,281 pairs from IEDB. The task is: Regression. Given a peptide amino acid sequence and an MHC pseudo amino acid sequence, predict their binding affinity value. This is MHC class II binding data. The peptide sequence is CLNLDVYRILLLMVGI. The MHC is DRB5_0101 with pseudo-sequence DRB5_0101. The binding affinity (normalized) is 0.0716.